This data is from Forward reaction prediction with 1.9M reactions from USPTO patents (1976-2016). The task is: Predict the product of the given reaction. (1) Given the reactants [O:1]1[C:5]2[CH:6]=[C:7]([C:10](OC)=[O:11])[CH:8]=[CH:9][C:4]=2[CH:3]=[CH:2]1.[H-].[Al+3].[Li+].[H-].[H-].[H-].O.Cl, predict the reaction product. The product is: [O:1]1[C:5]2[CH:6]=[C:7]([CH2:10][OH:11])[CH:8]=[CH:9][C:4]=2[CH:3]=[CH:2]1. (2) Given the reactants [CH3:1][O:2][C:3]([C:5]1[CH:10]=[CH:9][N:8]=[CH:7][C:6]=1[C:11]1[CH2:12][CH2:13][N:14]([C:17]([O:19][C:20]([CH3:23])([CH3:22])[CH3:21])=[O:18])[CH2:15][CH:16]=1)=[O:4], predict the reaction product. The product is: [CH3:1][O:2][C:3]([C:5]1[CH:10]=[CH:9][N:8]=[CH:7][C:6]=1[CH:11]1[CH2:12][CH2:13][N:14]([C:17]([O:19][C:20]([CH3:23])([CH3:22])[CH3:21])=[O:18])[CH2:15][CH2:16]1)=[O:4]. (3) Given the reactants ClC1C(CCCl)=C(C2C=CC=C(OC)C=2)N=C(N2CCOCC2)N=1.NC1N=CC=CN=1.C[O:33][C:34]1[CH:35]=[C:36]([C:40]2[C:41]3[CH2:54][CH2:53][N:52]([C:55]4[CH:60]=[CH:59][CH:58]=[CH:57][N:56]=4)[C:42]=3[N:43]=[C:44]([N:46]3[CH2:51][CH2:50][O:49][CH2:48][CH2:47]3)[N:45]=2)[CH:37]=[CH:38][CH:39]=1, predict the reaction product. The product is: [N:46]1([C:44]2[N:45]=[C:40]([C:36]3[CH:35]=[C:34]([OH:33])[CH:39]=[CH:38][CH:37]=3)[C:41]3[CH2:54][CH2:53][N:52]([C:55]4[CH:60]=[CH:59][CH:58]=[CH:57][N:56]=4)[C:42]=3[N:43]=2)[CH2:47][CH2:48][O:49][CH2:50][CH2:51]1. (4) Given the reactants [F-].C([N+](CCCC)(CCCC)CCCC)CCC.[CH3:19][O:20][C:21]([C:23]1[N:24]([C:56]2[CH:61]=[CH:60][CH:59]=[CH:58][CH:57]=2)[C:25]2[C:30]([C:31](=[O:54])[C:32]=1[CH2:33][C:34]1[CH:39]=[CH:38][C:37]([S:40](=[O:53])(=[O:52])[NH:41][CH2:42][CH2:43][O:44][Si](C(C)(C)C)(C)C)=[CH:36][CH:35]=1)=[CH:29][CH:28]=[C:27]([Cl:55])[CH:26]=2)=[O:22], predict the reaction product. The product is: [CH3:19][O:20][C:21]([C:23]1[N:24]([C:56]2[CH:61]=[CH:60][CH:59]=[CH:58][CH:57]=2)[C:25]2[C:30]([C:31](=[O:54])[C:32]=1[CH2:33][C:34]1[CH:35]=[CH:36][C:37]([S:40](=[O:52])(=[O:53])[NH:41][CH2:42][CH2:43][OH:44])=[CH:38][CH:39]=1)=[CH:29][CH:28]=[C:27]([Cl:55])[CH:26]=2)=[O:22]. (5) Given the reactants FC1C=CC(CN2[C@@H](C)CN(C3SC(C(OCC)=O)=C(C)N=3)C2=O)=CC=1.[F:27][C:28]1[CH:52]=[CH:51][C:31]([CH2:32][N:33]2[CH2:37][C@@H:36]([CH3:38])[N:35]([C:39]3[S:40][C:41]([C:45]([O:47]CC)=[O:46])=[C:42]([CH3:44])[N:43]=3)[C:34]2=[O:50])=[CH:30][CH:29]=1, predict the reaction product. The product is: [F:27][C:28]1[CH:29]=[CH:30][C:31]([CH2:32][N:33]2[CH2:37][C@@H:36]([CH3:38])[N:35]([C:39]3[S:40][C:41]([C:45]([OH:47])=[O:46])=[C:42]([CH3:44])[N:43]=3)[C:34]2=[O:50])=[CH:51][CH:52]=1. (6) Given the reactants [CH2:1]([O:3][C:4]([C:6]1[NH:30][C:9]2=[N:10][CH:11]=[CH:12][C:13]([NH:14][C:15]3[CH:20]=[CH:19][C:18]([NH:21][C:22]([C:24]4([C:27](O)=[O:28])[CH2:26][CH2:25]4)=[O:23])=[CH:17][CH:16]=3)=[C:8]2[CH:7]=1)=[O:5])[CH3:2].C(N(C(C)C)CC)(C)C.[F:40][C:41]1[CH:47]=[CH:46][C:44]([NH2:45])=[CH:43][CH:42]=1, predict the reaction product. The product is: [F:40][C:41]1[CH:47]=[CH:46][C:44]([NH:45][C:27]([C:24]2([C:22]([NH:21][C:18]3[CH:17]=[CH:16][C:15]([NH:14][C:13]4[CH:12]=[CH:11][N:10]=[C:9]5[NH:30][C:6]([C:4]([O:3][CH2:1][CH3:2])=[O:5])=[CH:7][C:8]=45)=[CH:20][CH:19]=3)=[O:23])[CH2:26][CH2:25]2)=[O:28])=[CH:43][CH:42]=1. (7) Given the reactants [CH:1]1([CH2:4][N:5]2[CH2:10][CH2:9][CH2:8][C:7]([C:19]3[CH:24]=[CH:23][C:22](OS(C(F)(F)F)(=O)=O)=[CH:21][CH:20]=3)([C:11]3[CH:16]=[CH:15][CH:14]=[C:13]([O:17][CH3:18])[CH:12]=3)[CH2:6]2)[CH2:3][CH2:2]1.[S:33]1[CH:37]=[CH:36][CH:35]=[C:34]1B(O)O.C(=O)([O-])[O-].[Na+].[Na+], predict the reaction product. The product is: [CH:1]1([CH2:4][N:5]2[CH2:10][CH2:9][CH2:8][C:7]([C:11]3[CH:16]=[CH:15][CH:14]=[C:13]([O:17][CH3:18])[CH:12]=3)([C:19]3[CH:24]=[CH:23][C:22]([C:34]4[S:33][CH:37]=[CH:36][CH:35]=4)=[CH:21][CH:20]=3)[CH2:6]2)[CH2:3][CH2:2]1.